Dataset: Reaction yield outcomes from USPTO patents with 853,638 reactions. Task: Predict the reaction yield, written as a fraction of the theoretical maximum amount of product (1.0 means a 100% yield; for example, 0.34 means a 34% yield). The reactants are [CH3:1][O:2][C:3](=[O:24])[C:4]1[CH:9]=[CH:8][C:7]([CH2:10][NH2:11])=[N:6][C:5]=1[NH:12][C:13]1[CH:18]=[CH:17][C:16]([Si:19]([CH3:22])([CH3:21])[CH3:20])=[CH:15][C:14]=1[F:23].[CH:25](O)=[O:26]. The catalyst is C(OC(=O)C)(=O)C. The product is [CH3:1][O:2][C:3](=[O:24])[C:4]1[CH:9]=[CH:8][C:7]([CH2:10][NH:11][CH:25]=[O:26])=[N:6][C:5]=1[NH:12][C:13]1[CH:18]=[CH:17][C:16]([Si:19]([CH3:20])([CH3:22])[CH3:21])=[CH:15][C:14]=1[F:23]. The yield is 0.890.